From a dataset of NCI-60 drug combinations with 297,098 pairs across 59 cell lines. Regression. Given two drug SMILES strings and cell line genomic features, predict the synergy score measuring deviation from expected non-interaction effect. (1) Drug 1: C1=CC(=CC=C1CC(C(=O)O)N)N(CCCl)CCCl.Cl. Drug 2: CC12CCC3C(C1CCC2O)C(CC4=C3C=CC(=C4)O)CCCCCCCCCS(=O)CCCC(C(F)(F)F)(F)F. Cell line: 786-0. Synergy scores: CSS=24.3, Synergy_ZIP=-4.96, Synergy_Bliss=3.96, Synergy_Loewe=1.51, Synergy_HSA=1.70. (2) Drug 1: CC1=C(C(CCC1)(C)C)C=CC(=CC=CC(=CC(=O)O)C)C. Drug 2: CCN(CC)CCNC(=O)C1=C(NC(=C1C)C=C2C3=C(C=CC(=C3)F)NC2=O)C. Cell line: 786-0. Synergy scores: CSS=1.54, Synergy_ZIP=-2.55, Synergy_Bliss=-3.33, Synergy_Loewe=-5.58, Synergy_HSA=-4.78. (3) Drug 1: C1CCC(C1)C(CC#N)N2C=C(C=N2)C3=C4C=CNC4=NC=N3. Cell line: 786-0. Synergy scores: CSS=39.2, Synergy_ZIP=3.45, Synergy_Bliss=5.11, Synergy_Loewe=-27.6, Synergy_HSA=6.47. Drug 2: C1=CN(C(=O)N=C1N)C2C(C(C(O2)CO)O)O.Cl. (4) Drug 1: CC1=C2C(C(=O)C3(C(CC4C(C3C(C(C2(C)C)(CC1OC(=O)C(C(C5=CC=CC=C5)NC(=O)OC(C)(C)C)O)O)OC(=O)C6=CC=CC=C6)(CO4)OC(=O)C)O)C)O. Drug 2: C(=O)(N)NO. Cell line: UACC62. Synergy scores: CSS=9.68, Synergy_ZIP=3.46, Synergy_Bliss=4.80, Synergy_Loewe=4.86, Synergy_HSA=3.96. (5) Drug 1: C1=NC2=C(N=C(N=C2N1C3C(C(C(O3)CO)O)O)F)N. Drug 2: CN1C(=O)N2C=NC(=C2N=N1)C(=O)N. Cell line: UACC62. Synergy scores: CSS=0.367, Synergy_ZIP=1.50, Synergy_Bliss=2.91, Synergy_Loewe=0.509, Synergy_HSA=0.467. (6) Drug 1: C1=NC2=C(N=C(N=C2N1C3C(C(C(O3)CO)O)F)Cl)N. Drug 2: CC1=C(C(=CC=C1)Cl)NC(=O)C2=CN=C(S2)NC3=CC(=NC(=N3)C)N4CCN(CC4)CCO. Cell line: K-562. Synergy scores: CSS=77.7, Synergy_ZIP=-4.10, Synergy_Bliss=-1.65, Synergy_Loewe=-16.3, Synergy_HSA=-0.672. (7) Drug 1: C1=NC2=C(N=C(N=C2N1C3C(C(C(O3)CO)O)O)F)N. Drug 2: CC=C1C(=O)NC(C(=O)OC2CC(=O)NC(C(=O)NC(CSSCCC=C2)C(=O)N1)C(C)C)C(C)C. Cell line: MOLT-4. Synergy scores: CSS=84.2, Synergy_ZIP=-0.602, Synergy_Bliss=1.000, Synergy_Loewe=-2.61, Synergy_HSA=0.174.